From a dataset of Forward reaction prediction with 1.9M reactions from USPTO patents (1976-2016). Predict the product of the given reaction. Given the reactants [NH2:1][C@H:2]1[CH2:7][CH2:6][C@H:5]([C:8]([N:10]2[CH2:15][CH2:14][N:13]([CH:16]([CH3:18])[CH3:17])[CH2:12][CH2:11]2)=[O:9])[CH2:4][CH2:3]1.Br[C:20]1[CH:25]=[CH:24][C:23]([S:26]([CH3:29])(=[O:28])=[O:27])=[CH:22][N:21]=1.C(N(C(C)C)CC)(C)C, predict the reaction product. The product is: [CH:16]([N:13]1[CH2:12][CH2:11][N:10]([C:8]([C@H:5]2[CH2:6][CH2:7][C@H:2]([NH:1][C:20]3[CH:25]=[CH:24][C:23]([S:26]([CH3:29])(=[O:28])=[O:27])=[CH:22][N:21]=3)[CH2:3][CH2:4]2)=[O:9])[CH2:15][CH2:14]1)([CH3:18])[CH3:17].